From a dataset of Reaction yield outcomes from USPTO patents with 853,638 reactions. Predict the reaction yield, written as a fraction of the theoretical maximum amount of product (1.0 means a 100% yield; for example, 0.34 means a 34% yield). (1) The reactants are [OH:1][C:2]1[C:3]([C:16]2[CH:17]=[C:18]([CH:24]=[CH:25][C:26]([O:28]CC)=[O:27])[CH:19]=[CH:20][C:21]=2[O:22][CH3:23])=[CH:4][C:5]2[C:6]([CH3:15])([CH3:14])[CH2:7][CH2:8][C:9]([CH3:13])([CH3:12])[C:10]=2[CH:11]=1.Br[CH2:32][CH2:33][CH2:34][CH2:35][CH2:36][CH2:37][CH2:38][C:39]([O:41][C:42]([CH3:45])([CH3:44])[CH3:43])=[O:40]. No catalyst specified. The product is [C:42]([O:41][C:39]([CH2:38][CH2:37][CH2:36][CH2:35][CH2:34][CH2:33][CH2:32][O:1][C:2]1[C:3]([C:16]2[CH:17]=[C:18]([CH:24]=[CH:25][C:26]([OH:28])=[O:27])[CH:19]=[CH:20][C:21]=2[O:22][CH3:23])=[CH:4][C:5]2[C:6]([CH3:15])([CH3:14])[CH2:7][CH2:8][C:9]([CH3:13])([CH3:12])[C:10]=2[CH:11]=1)=[O:40])([CH3:45])([CH3:44])[CH3:43]. The yield is 0.770. (2) The reactants are O1CCCC1.[CH2:6]([O:10][C:11]1[CH:12]=[C:13]([CH2:17][C:18](Cl)=[N:19][OH:20])[CH:14]=[CH:15][CH:16]=1)[CH2:7][CH2:8][CH3:9].[C:22]([C:24]1[C:25]([NH2:30])=[N:26][CH:27]=[CH:28][CH:29]=1)#[CH:23].C(N(CC)CC)C. The catalyst is O. The product is [CH2:6]([O:10][C:11]1[CH:12]=[C:13]([CH:14]=[CH:15][CH:16]=1)[CH2:17][C:18]1[CH:23]=[C:22]([C:24]2[C:25]([NH2:30])=[N:26][CH:27]=[CH:28][CH:29]=2)[O:20][N:19]=1)[CH2:7][CH2:8][CH3:9]. The yield is 0.0800. (3) The reactants are [OH-:1].[Na+].C[O:4][C:5](=[O:12])[CH2:6][NH:7][C:8]([CH3:11])([CH3:10])[CH3:9].[CH3:13][OH:14]. No catalyst specified. The product is [CH3:9][C:8]([CH3:11])([O:1][C:13]([N:7]([C:8]([CH3:11])([CH3:10])[CH3:9])[CH2:6][C:5]([OH:4])=[O:12])=[O:14])[CH3:10]. The yield is 0.880. (4) The reactants are [CH3:1][C:2]([CH2:17][CH2:18][CH:19]=[C:20]([CH3:22])[CH3:21])=[CH:3][CH2:4][O:5][C:6]1[CH:11]=[CH:10][C:9]([CH2:12][CH2:13][C:14](O)=[O:15])=[CH:8][CH:7]=1.C(N1C=CN=C1)(N1C=CN=C1)=O.N1C=CN=C1.[H-].[Na+].[NH2:42][C:43]1[S:44][S:45][C:46](=[S:48])[N:47]=1. The catalyst is O1CCCC1.O. The product is [CH3:1][C:2]([CH2:17][CH2:18][CH:19]=[C:20]([CH3:22])[CH3:21])=[CH:3][CH2:4][O:5][C:6]1[CH:11]=[CH:10][C:9]([CH2:12][CH2:13][C:14]([NH:42][C:43]2[S:44][S:45][C:46](=[S:48])[N:47]=2)=[O:15])=[CH:8][CH:7]=1. The yield is 0.590. (5) The reactants are [Cl:1][C:2]1[C:3]([OH:36])=[C:4]([CH:8]=[C:9]([C:11]2[CH:12]=[C:13]3[C:19]([C:20]4[CH:25]=[CH:24][CH:23]=[CH:22][C:21]=4[O:26][CH3:27])=[N:18][N:17](COCC[Si](C)(C)C)[C:14]3=[N:15][CH:16]=2)[CH:10]=1)[C:5]([OH:7])=O.[CH3:37][NH:38][CH3:39].F[P-](F)(F)(F)(F)F.N1(OC(N(C)C)=[N+](C)C)C2N=CC=CC=2N=N1.C(N(CC)C(C)C)(C)C.Cl. The catalyst is CN(C=O)C.C(OCC)(=O)C. The product is [Cl:1][C:2]1[C:3]([OH:36])=[C:4]([CH:8]=[C:9]([C:11]2[CH:12]=[C:13]3[C:19]([C:20]4[CH:25]=[CH:24][CH:23]=[CH:22][C:21]=4[O:26][CH3:27])=[N:18][NH:17][C:14]3=[N:15][CH:16]=2)[CH:10]=1)[C:5]([N:38]([CH3:39])[CH3:37])=[O:7]. The yield is 0.210. (6) The reactants are Cl.[F:2][C:3]1[CH:4]=[C:5]([NH:10]N)[CH:6]=[C:7]([F:9])[CH:8]=1.C(N(CC)CC)C.[C:19]([O:24][CH2:25][CH3:26])(=[O:23])[C:20]([CH3:22])=O.O. The catalyst is C1C=CC=CC=1. The product is [F:2][C:3]1[CH:8]=[C:7]([F:9])[CH:6]=[C:5]2[C:4]=1[CH:22]=[C:20]([C:19]([O:24][CH2:25][CH3:26])=[O:23])[NH:10]2. The yield is 0.620. (7) The reactants are Cl.[CH:2]1C=CC2N(O)N=NC=2C=1.O.[C:13]([O:17][C:18]([NH:20][C@@H:21]([CH2:30][CH2:31][CH2:32][CH2:33][NH:34][C:35]([O:37][C:38]([CH3:41])([CH3:40])[CH3:39])=[O:36])[C:22]([NH:24][CH2:25][CH2:26][C:27]([OH:29])=[O:28])=[O:23])=[O:19])([CH3:16])([CH3:15])[CH3:14]. The catalyst is CN(C=O)C.C(Cl)CCl. The product is [C:13]([O:17][C:18]([NH:20][C@@H:21]([CH2:30][CH2:31][CH2:32][CH2:33][NH:34][C:35]([O:37][C:38]([CH3:41])([CH3:40])[CH3:39])=[O:36])[C:22]([NH:24][CH2:25][CH2:26][C:27]([O:29][CH3:2])=[O:28])=[O:23])=[O:19])([CH3:16])([CH3:15])[CH3:14]. The yield is 0.209. (8) The reactants are [NH:1]([C:8]1[N:9]([C:21]2[CH:26]=[CH:25][CH:24]=[CH:23][CH:22]=2)[C:10]2[C:15]([C:16](=[O:18])[CH:17]=1)=[C:14](Cl)[N:13]=[C:12]([CH3:20])[CH:11]=2)[C:2]1[CH:7]=[CH:6][CH:5]=[CH:4][CH:3]=1.[CH3:27][Mg+].[Br-]. The catalyst is Cl[Ni]1(Cl)[P](C2C=CC=CC=2)(C2C=CC=CC=2)CCC[P]1(C1C=CC=CC=1)C1C=CC=CC=1.C1COCC1. The product is [NH:1]([C:8]1[N:9]([C:21]2[CH:26]=[CH:25][CH:24]=[CH:23][CH:22]=2)[C:10]2[C:15]([C:16](=[O:18])[CH:17]=1)=[C:14]([CH3:27])[N:13]=[C:12]([CH3:20])[CH:11]=2)[C:2]1[CH:7]=[CH:6][CH:5]=[CH:4][CH:3]=1. The yield is 0.400.